Dataset: Full USPTO retrosynthesis dataset with 1.9M reactions from patents (1976-2016). Task: Predict the reactants needed to synthesize the given product. (1) Given the product [CH:20]1([C:23]2[CH:24]=[C:25]([NH:34][C:17](=[O:19])[CH2:16][C:13]3[CH:12]=[CH:11][C:10]([N:3]4[C:4]5=[N:5][CH:6]=[CH:7][CH:8]=[C:9]5[N:1]=[CH:2]4)=[CH:15][CH:14]=3)[N:26]([C:28]3[CH:29]=[CH:30][CH:31]=[CH:32][CH:33]=3)[N:27]=2)[CH2:22][CH2:21]1, predict the reactants needed to synthesize it. The reactants are: [N:1]1[C:9]2[C:4](=[N:5][CH:6]=[CH:7][CH:8]=2)[N:3]([C:10]2[CH:15]=[CH:14][C:13]([CH2:16][C:17]([OH:19])=O)=[CH:12][CH:11]=2)[CH:2]=1.[CH:20]1([C:23]2[CH:24]=[C:25]([NH2:34])[N:26]([C:28]3[CH:33]=[CH:32][CH:31]=[CH:30][CH:29]=3)[N:27]=2)[CH2:22][CH2:21]1. (2) Given the product [CH2:47]([N:57]1[CH2:62][CH2:61][N:60]([C:21](=[O:23])[CH2:20][N:2]([CH3:1])[C:3]2[CH:8]=[CH:7][C:6]([O:9][C:10]3[CH:15]=[CH:14][C:13]([N+:16]([O-:18])=[O:17])=[CH:12][N:11]=3)=[C:5]([CH3:19])[CH:4]=2)[CH2:59][CH2:58]1)[C:48]1[CH:56]=[CH:55][C:54]2[O:53][CH2:52][O:51][C:50]=2[CH:49]=1, predict the reactants needed to synthesize it. The reactants are: [CH3:1][N:2]([CH2:20][C:21]([OH:23])=O)[C:3]1[CH:8]=[CH:7][C:6]([O:9][C:10]2[CH:15]=[CH:14][C:13]([N+:16]([O-:18])=[O:17])=[CH:12][N:11]=2)=[C:5]([CH3:19])[CH:4]=1.Cl.C(N=C=NCCCN(C)C)C.O.ON1C2C=CC=CC=2N=N1.[CH2:47]([N:57]1[CH2:62][CH2:61][NH:60][CH2:59][CH2:58]1)[C:48]1[CH:56]=[CH:55][C:54]2[O:53][CH2:52][O:51][C:50]=2[CH:49]=1. (3) Given the product [Cl:1][C:2]1[CH:3]=[C:4]([CH:30]=[CH:31][C:32]=1[F:33])[CH2:5][N:6]1[CH:20]=[C:19]([N:21]([S:22]([CH3:25])(=[O:23])=[O:24])[CH3:26])[C:18]2[N:11]3[CH2:12][CH2:13][N:14]([CH3:17])[C:15](=[O:16])[C:10]3=[C:9]([OH:27])[C:8]=2[C:7]1=[O:29], predict the reactants needed to synthesize it. The reactants are: [Cl:1][C:2]1[CH:3]=[C:4]([CH:30]=[CH:31][C:32]=1[F:33])[CH2:5][N:6]1[CH:20]=[C:19]([N:21]([CH3:26])[S:22]([CH3:25])(=[O:24])=[O:23])[C:18]2[N:11]3[CH2:12][CH2:13][N:14]([CH3:17])[C:15](=[O:16])[C:10]3=[C:9]([O:27]C)[C:8]=2[C:7]1=[O:29].B(Br)(Br)Br.CO. (4) Given the product [N:30]1[CH:31]=[CH:32][CH:33]=[N:34][C:29]=1[C:2]#[C:1][C:3]1[CH:4]=[CH:5][C:6]([NH:9][C:10]([C:12]2[C:13]([C:18]3[CH:19]=[CH:20][C:21]([C:24]([F:25])([F:26])[F:27])=[CH:22][CH:23]=3)=[CH:14][CH:15]=[CH:16][CH:17]=2)=[O:11])=[CH:7][CH:8]=1, predict the reactants needed to synthesize it. The reactants are: [C:1]([C:3]1[CH:8]=[CH:7][C:6]([NH:9][C:10]([C:12]2[C:13]([C:18]3[CH:23]=[CH:22][C:21]([C:24]([F:27])([F:26])[F:25])=[CH:20][CH:19]=3)=[CH:14][CH:15]=[CH:16][CH:17]=2)=[O:11])=[CH:5][CH:4]=1)#[CH:2].Cl[C:29]1[N:34]=[CH:33][CH:32]=[CH:31][N:30]=1.C([O-])(=O)C.[K+].C(OCC)(=O)C. (5) Given the product [O:38]1[C:39]2[CH:45]=[CH:44][CH:43]=[CH:42][C:40]=2[CH:41]=[C:37]1[CH2:36][N:35]([CH3:34])[C:15](=[O:17])/[CH:14]=[CH:13]/[C:8]1[CH:9]=[N:10][C:11]2[NH:12][C:3](=[O:2])[CH2:4][CH2:5][C:6]=2[CH:7]=1, predict the reactants needed to synthesize it. The reactants are: Cl.[O:2]=[C:3]1[NH:12][C:11]2[N:10]=[CH:9][C:8](/[CH:13]=[CH:14]/[C:15]([OH:17])=O)=[CH:7][C:6]=2[CH2:5][CH2:4]1.Cl.O=C1CC2C(=CC=C(/C=C/C(O)=O)C=2)N1.[CH3:34][NH:35][CH2:36][C:37]1[O:38][C:39]2[CH:45]=[CH:44][CH:43]=[CH:42][C:40]=2[CH:41]=1.CC1NC2C(C=1CNC)=CC=CC=2. (6) Given the product [Cl:12][C:9]1[N:10]=[C:11]2[C:6](=[CH:7][CH:8]=1)[N:5]=[CH:4][C:3]([C:13](=[O:15])[CH3:14])=[C:2]2[NH:26][C@H:23]1[CH2:24][CH2:25][C@H:20]([N:19]([CH3:27])[CH3:18])[CH2:21][CH2:22]1, predict the reactants needed to synthesize it. The reactants are: Cl[C:2]1[C:11]2[C:6](=[CH:7][CH:8]=[C:9]([Cl:12])[N:10]=2)[N:5]=[CH:4][C:3]=1[C:13](=[O:15])[CH3:14].Cl.Cl.[CH3:18][N:19]([CH3:27])[C@H:20]1[CH2:25][CH2:24][C@H:23]([NH2:26])[CH2:22][CH2:21]1. (7) Given the product [C:1]([O:4][C@@H:5]([CH3:43])[C@@H:6]([NH:32][C:33]([O:35][CH2:36][C:37]1[CH:38]=[CH:39][CH:40]=[CH:41][CH:42]=1)=[O:34])[C:7]([N:9]1[CH2:13][CH2:12][CH2:11][C@H:10]1[C:14]([N:16]1[CH2:20][CH2:19][CH2:18][C@H:17]1[C:21]([NH:23][C@@H:24]([CH2:29][OH:31])[C:25]([O:27][CH3:28])=[O:26])=[O:22])=[O:15])=[O:8])(=[O:3])[CH3:2], predict the reactants needed to synthesize it. The reactants are: [C:1]([O:4][CH2:5][C@@H:6]([NH:32][C:33]([O:35][CH2:36][C:37]1[CH:42]=[CH:41][CH:40]=[CH:39][CH:38]=1)=[O:34])[C:7]([N:9]1[CH2:13][CH2:12][CH2:11][C@H:10]1[C:14]([N:16]1[CH2:20][CH2:19][CH2:18][C@H:17]1[C:21]([NH:23][C@@H:24]([C@H:29]([OH:31])C)[C:25]([O:27][CH3:28])=[O:26])=[O:22])=[O:15])=[O:8])(=[O:3])[CH3:2].[CH3:43]N1CCOCC1. (8) Given the product [CH:50]([O:49][C:47](=[O:48])[C:46]1[CH:53]=[C:54]([C:55]#[N:56])[C:43]([N:41]2[CH2:40][CH:39]([NH:38][C:1]([NH:23][S:20]([CH2:19][C:13]3[CH:14]=[CH:15][CH:16]=[CH:17][CH:18]=3)(=[O:21])=[O:22])=[O:2])[CH2:42]2)=[N:44][C:45]=1[CH3:57])([CH3:52])[CH3:51], predict the reactants needed to synthesize it. The reactants are: [C:1](N1C=CN=C1)(N1C=CN=C1)=[O:2].[C:13]1([CH2:19][S:20]([NH2:23])(=[O:22])=[O:21])[CH:18]=[CH:17][CH:16]=[CH:15][CH:14]=1.FC(F)(F)C(O)=O.FC(F)(F)C(O)=O.[NH2:38][CH:39]1[CH2:42][N:41]([C:43]2[C:54]([C:55]#[N:56])=[CH:53][C:46]([C:47]([O:49][CH:50]([CH3:52])[CH3:51])=[O:48])=[C:45]([CH3:57])[N:44]=2)[CH2:40]1.CCN(C(C)C)C(C)C. (9) The reactants are: [CH2:1]([N:8]([CH2:23][C:24]1[CH:29]=[CH:28][CH:27]=[CH:26][CH:25]=1)[CH2:9][CH2:10][O:11][CH2:12][CH2:13][CH2:14][O:15][Si](C(C)(C)C)(C)C)[C:2]1[CH:7]=[CH:6][CH:5]=[CH:4][CH:3]=1.[F-].C([N+](CCCC)(CCCC)CCCC)CCC. Given the product [CH2:23]([N:8]([CH2:1][C:2]1[CH:3]=[CH:4][CH:5]=[CH:6][CH:7]=1)[CH2:9][CH2:10][O:11][CH2:12][CH2:13][CH2:14][OH:15])[C:24]1[CH:25]=[CH:26][CH:27]=[CH:28][CH:29]=1, predict the reactants needed to synthesize it. (10) Given the product [NH2:3][C:2]([NH:5][C:6]1[CH:11]=[CH:10][CH:9]=[CH:8][C:7]=1[CH2:12][N:13]([C:27]([O:29][C:30]([CH3:33])([CH3:32])[CH3:31])=[O:28])[CH:14]1[CH2:15][CH2:16][N:17]([CH2:20][C:21]2[CH:26]=[CH:25][CH:24]=[CH:23][CH:22]=2)[CH2:18][CH2:19]1)=[O:1], predict the reactants needed to synthesize it. The reactants are: [O-:1][C:2]#[N:3].[Na+].[NH2:5][C:6]1[CH:11]=[CH:10][CH:9]=[CH:8][C:7]=1[CH2:12][N:13]([C:27]([O:29][C:30]([CH3:33])([CH3:32])[CH3:31])=[O:28])[CH:14]1[CH2:19][CH2:18][N:17]([CH2:20][C:21]2[CH:26]=[CH:25][CH:24]=[CH:23][CH:22]=2)[CH2:16][CH2:15]1.C(=O)([O-])O.[Na+].